From a dataset of Peptide-MHC class II binding affinity with 134,281 pairs from IEDB. Regression. Given a peptide amino acid sequence and an MHC pseudo amino acid sequence, predict their binding affinity value. This is MHC class II binding data. (1) The peptide sequence is GELQIVDKFDAAFKI. The MHC is DRB3_0202 with pseudo-sequence DRB3_0202. The binding affinity (normalized) is 0.0543. (2) The peptide sequence is VKAWWTDLLAKPSVQ. The MHC is DRB1_0101 with pseudo-sequence DRB1_0101. The binding affinity (normalized) is 0.751. (3) The peptide sequence is EVVKANGGYLAAGKL. The MHC is HLA-DPA10201-DPB10101 with pseudo-sequence HLA-DPA10201-DPB10101. The binding affinity (normalized) is 0.381.